This data is from Forward reaction prediction with 1.9M reactions from USPTO patents (1976-2016). The task is: Predict the product of the given reaction. (1) The product is: [CH3:23][S:24]([C:2]1[CH:3]=[C:4]([CH2:12][OH:13])[CH:5]=[C:6]([C:8]([F:11])([F:10])[F:9])[CH:7]=1)(=[O:26])=[O:25]. Given the reactants Br[C:2]1[CH:3]=[C:4]([CH2:12][OH:13])[CH:5]=[C:6]([C:8]([F:11])([F:10])[F:9])[CH:7]=1.[Na+].N1CCC[C@H]1C([O-])=O.[CH3:23][S:24]([O-:26])=[O:25].[Na+].O, predict the reaction product. (2) Given the reactants [Cl:1][C:2]1[CH:7]=[CH:6][C:5]([C:8]2[C:14]3[CH:15]=[C:16]([O:19][CH3:20])[CH:17]=[CH:18][C:13]=3[NH:12][C:11](=S)[C@H:10]([CH2:22][C:23]([O:25][CH3:26])=[O:24])[N:9]=2)=[CH:4][CH:3]=1.O.[NH2:28][NH2:29].CCN(CC)CC.[C:37](Cl)([CH3:39])=[O:38], predict the reaction product. The product is: [C:37]([NH:28][NH:29][C:11]1[C@H:10]([CH2:22][C:23]([O:25][CH3:26])=[O:24])[N:9]=[C:8]([C:5]2[CH:6]=[CH:7][C:2]([Cl:1])=[CH:3][CH:4]=2)[C:14]2[CH:15]=[C:16]([O:19][CH3:20])[CH:17]=[CH:18][C:13]=2[N:12]=1)(=[O:38])[CH3:39]. (3) Given the reactants [CH2:1]([O:3][C:4]([C@@H:6]1[CH2:10][CH2:9][C:8](=[O:11])[N:7]1[C:12]([O:14][C:15]([CH3:18])([CH3:17])[CH3:16])=[O:13])=[O:5])[CH3:2].CC(C[AlH]CC(C)C)C, predict the reaction product. The product is: [CH2:1]([O:3][C:4]([C@@H:6]1[CH2:10][CH2:9][CH:8]([OH:11])[N:7]1[C:12]([O:14][C:15]([CH3:16])([CH3:18])[CH3:17])=[O:13])=[O:5])[CH3:2]. (4) Given the reactants [Cl:1][C:2]1[CH:3]=[CH:4][C:5]2[N:11]3[CH:12]=[CH:13][CH:14]=[C:10]3[C@@H:9]([CH2:15][CH2:16][C:17]([N:19]3[CH2:24][CH2:23][CH:22]([CH2:25][C:26]([O:28]CC)=[O:27])[CH2:21][CH2:20]3)=[O:18])[O:8][C@H:7]([C:31]3[CH:36]=[CH:35][CH:34]=[C:33]([O:37][CH3:38])[C:32]=3[O:39][CH3:40])[C:6]=2[CH:41]=1.C(=O)([O-])[O-].[K+].[K+].Cl, predict the reaction product. The product is: [Cl:1][C:2]1[CH:3]=[CH:4][C:5]2[N:11]3[CH:12]=[CH:13][CH:14]=[C:10]3[C@@H:9]([CH2:15][CH2:16][C:17]([N:19]3[CH2:20][CH2:21][CH:22]([CH2:25][C:26]([OH:28])=[O:27])[CH2:23][CH2:24]3)=[O:18])[O:8][C@H:7]([C:31]3[CH:36]=[CH:35][CH:34]=[C:33]([O:37][CH3:38])[C:32]=3[O:39][CH3:40])[C:6]=2[CH:41]=1. (5) Given the reactants [CH2:1]([O:4][C:5]1[C:10]([S:11]([NH2:14])(=[O:13])=[O:12])=[C:9]([NH2:15])[CH:8]=[CH:7][CH:6]=1)[CH:2]=[CH2:3].Cl[C:17]1[CH:22]=[CH:21][N:20]=[C:19]([NH:23][C:24]2[CH:29]=[CH:28][C:27]([O:30][CH3:31])=[C:26]([O:32][CH3:33])[CH:25]=2)[N:18]=1, predict the reaction product. The product is: [CH2:1]([O:4][C:5]1[CH:6]=[CH:7][CH:8]=[C:9]([NH:15][C:21]2[CH:22]=[CH:17][N:18]=[C:19]([NH:23][C:24]3[CH:29]=[CH:28][C:27]([O:30][CH3:31])=[C:26]([O:32][CH3:33])[CH:25]=3)[N:20]=2)[C:10]=1[S:11]([NH2:14])(=[O:13])=[O:12])[CH:2]=[CH2:3]. (6) Given the reactants [NH2:1][C:2]1[N:7]([CH2:8][C:9]2[CH:10]=[N:11][CH:12]=[CH:13][CH:14]=2)[C:6](=[S:15])[NH:5][C:4](=[O:16])[CH:3]=1.[N:17]([O-])=O.[Na+].S(S([O-])=O)([O-])=O.[Na+].[Na+], predict the reaction product. The product is: [NH2:17][C:3]1[C:4](=[O:16])[NH:5][C:6](=[S:15])[N:7]([CH2:8][C:9]2[CH:10]=[N:11][CH:12]=[CH:13][CH:14]=2)[C:2]=1[NH2:1]. (7) Given the reactants CC1C=C(C)C=C(C)C=1S([O-])(=O)=O.[NH2:14][N+:15]1[CH:20]=[C:19]([CH2:21][OH:22])[CH:18]=[CH:17][C:16]=1[O:23][CH3:24].[CH2:25]([O:27][C:28](=[O:35])[C:29]#[C:30][C:31]([F:34])([F:33])[F:32])[CH3:26], predict the reaction product. The product is: [CH2:25]([O:27][C:28]([C:29]1[C:30]([C:31]([F:32])([F:33])[F:34])=[N:14][N:15]2[C:16]([O:23][CH3:24])=[CH:17][CH:18]=[C:19]([CH2:21][OH:22])[C:20]=12)=[O:35])[CH3:26]. (8) Given the reactants [O:1]=[C:2]1[C:7]([C:8](OC)=[O:9])=[CH:6][CH:5]=[C:4]([C:12]([F:17])([F:16])[CH:13]([F:15])[F:14])[NH:3]1.[CH3:18][NH2:19].Cl, predict the reaction product. The product is: [CH3:18][NH:19][C:8]([C:7]1[C:2](=[O:1])[NH:3][C:4]([C:12]([F:17])([F:16])[CH:13]([F:15])[F:14])=[CH:5][CH:6]=1)=[O:9]. (9) Given the reactants [OH-:1].[Na+].Cl.[NH2:4]O.[Cl:6][C:7]1[CH:14]=[CH:13][C:10]([C:11]#[N:12])=[CH:9][CH:8]=1.O, predict the reaction product. The product is: [Cl:6][C:7]1[CH:14]=[CH:13][C:10]([C:11](=[N:4][OH:1])[NH2:12])=[CH:9][CH:8]=1. (10) Given the reactants [C:1]([O:5][C:6]([N:8]([CH2:16][C:17]1[CH:18]=[C:19]([O:24][CH3:25])[CH:20]=[CH:21][C:22]=1Br)[C:9]([O:11][C:12]([CH3:15])([CH3:14])[CH3:13])=[O:10])=[O:7])([CH3:4])([CH3:3])[CH3:2].[C:26]([O:35][CH3:36])(=[O:34])[C:27]([CH2:29][C:30]([O:32][CH3:33])=[O:31])=[CH2:28].C1(C)C=CC=CC=1P(C1C=CC=CC=1C)C1C=CC=CC=1C.C(N(C(C)C)CC)(C)C, predict the reaction product. The product is: [C:26]([C:27](=[CH:28][C:22]1[CH:21]=[CH:20][C:19]([O:24][CH3:25])=[CH:18][C:17]=1[CH2:16][N:8]([C:9]([O:11][C:12]([CH3:15])([CH3:14])[CH3:13])=[O:10])[C:6]([O:5][C:1]([CH3:4])([CH3:3])[CH3:2])=[O:7])[CH2:29][C:30]([O:32][CH3:33])=[O:31])([O:35][CH3:36])=[O:34].